From a dataset of Forward reaction prediction with 1.9M reactions from USPTO patents (1976-2016). Predict the product of the given reaction. (1) Given the reactants C(OC(N1C([C:14]2[NH:15][C:16]([C:19]3[CH:24]=[CH:23][C:22](Br)=[CH:21][CH:20]=3)=[CH:17][N:18]=2)C2CC1CC2)=O)(C)(C)C.[CH2:27]([O:34][C:35]([N:37]1[CH2:43][CH2:42][C:39]2([CH2:41][CH2:40]2)[CH2:38]1)=[O:36])[C:28]1[CH:33]=[CH:32][CH:31]=[CH:30][CH:29]=1.C(OC(N1C(C(=O)NCC(C2C=[CH:66][C:65]([Br:68])=[CH:64][CH:63]=2)=O)C2CC1CC2)=O)(C)(C)C, predict the reaction product. The product is: [CH2:27]([O:34][C:35]([N:37]1[CH:43]([C:14]2[NH:15][C:16]([C:19]3[CH:20]=[CH:21][C:22]4[C:23](=[CH:63][CH:64]=[C:65]([Br:68])[CH:66]=4)[CH:24]=3)=[CH:17][N:18]=2)[CH2:42][C:39]2([CH2:41][CH2:40]2)[CH2:38]1)=[O:36])[C:28]1[CH:29]=[CH:30][CH:31]=[CH:32][CH:33]=1. (2) The product is: [NH2:10][C:11]1[C:16]([C:17]2[CH:22]=[CH:21][C:20]([NH:23][C:24]([C:26]3[C:31](=[O:32])[C:30]([C:33]4[CH:38]=[CH:37][C:36]([F:39])=[CH:35][CH:34]=4)=[CH:29][N:28]([CH2:40][CH3:41])[CH:27]=3)=[O:25])=[CH:19][CH:18]=2)=[CH:15][C:14]([Br:92])=[CH:13][N:12]=1. Given the reactants CCN(C(C)C)C(C)C.[NH2:10][C:11]1[C:16]([C:17]2[CH:22]=[CH:21][C:20]([NH:23][C:24]([C:26]3[C:31](=[O:32])[C:30]([C:33]4[CH:38]=[CH:37][C:36]([F:39])=[CH:35][CH:34]=4)=[CH:29][N:28]([CH2:40][CH3:41])[CH:27]=3)=[O:25])=[CH:19][CH:18]=2)=[CH:15][C:14](C2C=CC(OC)=C(OC)C=2)=[CH:13][N:12]=1.CCOC(C(C#N)=NOC(N1CCOCC1)=[N+](C)C)=O.F[P-](F)(F)(F)(F)F.NC1C=CC(C2C(N)=NC=C([Br:92])C=2)=CC=1, predict the reaction product. (3) Given the reactants [Cl:1][C:2]1[C:7]([Cl:8])=[CH:6][CH:5]=[CH:4][C:3]=1[S:9]([NH:12][C:13]1[C:18]([O:19][CH3:20])=[N:17][C:16]([CH2:21][OH:22])=[C:15]([Cl:23])[N:14]=1)(=[O:11])=[O:10].O1CCC[CH2:25]1, predict the reaction product. The product is: [Cl:1][C:2]1[C:7]([Cl:8])=[CH:6][CH:5]=[CH:4][C:3]=1[S:9]([NH:12][C:13]1[C:18]([O:19][CH3:20])=[N:17][C:16]([CH2:21][O:22][CH3:25])=[C:15]([Cl:23])[N:14]=1)(=[O:11])=[O:10]. (4) Given the reactants [Br:1][C:2]1[CH:3]=[C:4]([C:8]([O:11][C:12]([F:15])([F:14])[F:13])=[CH:9][CH:10]=1)[C:5]([OH:7])=[O:6].S(=O)(=O)(O)O.[CH3:21]O, predict the reaction product. The product is: [CH3:21][O:6][C:5](=[O:7])[C:4]1[C:8]([O:11][C:12]([F:13])([F:14])[F:15])=[CH:9][CH:10]=[C:2]([Br:1])[CH:3]=1. (5) Given the reactants [CH3:1][O-:2].[Na+].[N:4]1([C:9]2[CH:28]=[CH:27][C:12]([CH2:13][C:14]3[C:15](Cl)=[N:16][C:17]4[C:22]([C:23]=3[Cl:24])=[CH:21][C:20]([I:25])=[CH:19][CH:18]=4)=[CH:11][CH:10]=2)[CH:8]=[N:7][CH:6]=[N:5]1.ClCCl, predict the reaction product. The product is: [N:4]1([C:9]2[CH:28]=[CH:27][C:12]([CH2:13][C:14]3[C:15]([O:2][CH3:1])=[N:16][C:17]4[C:22]([C:23]=3[Cl:24])=[CH:21][C:20]([I:25])=[CH:19][CH:18]=4)=[CH:11][CH:10]=2)[CH:8]=[N:7][CH:6]=[N:5]1.